From a dataset of Forward reaction prediction with 1.9M reactions from USPTO patents (1976-2016). Predict the product of the given reaction. Given the reactants [CH3:1][O:2][C:3](=[O:26])[CH2:4][C:5]1[C:14]([CH3:15])=[C:13](B2OC(C)(C)C(C)(C)O2)[C:12]2[C:7](=[CH:8][CH:9]=[C:10]([Cl:25])[CH:11]=2)[CH:6]=1.Br[C:28]1[CH:33]=[CH:32][C:31]([S:34][C:35]2[CH:40]=[CH:39][CH:38]=[C:37]([Cl:41])[CH:36]=2)=[CH:30][CH:29]=1.C(=O)(O)[O-].[Na+].O, predict the reaction product. The product is: [CH3:1][O:2][C:3](=[O:26])[CH2:4][C:5]1[C:14]([CH3:15])=[C:13]([C:28]2[CH:33]=[CH:32][C:31]([S:34][C:35]3[CH:40]=[CH:39][CH:38]=[C:37]([Cl:41])[CH:36]=3)=[CH:30][CH:29]=2)[C:12]2[C:7](=[CH:8][CH:9]=[C:10]([Cl:25])[CH:11]=2)[CH:6]=1.